From a dataset of NCI-60 drug combinations with 297,098 pairs across 59 cell lines. Regression. Given two drug SMILES strings and cell line genomic features, predict the synergy score measuring deviation from expected non-interaction effect. (1) Drug 1: C1=NC2=C(N=C(N=C2N1C3C(C(C(O3)CO)O)O)F)N. Drug 2: CN(C(=O)NC(C=O)C(C(C(CO)O)O)O)N=O. Cell line: MDA-MB-435. Synergy scores: CSS=9.66, Synergy_ZIP=-1.15, Synergy_Bliss=1.80, Synergy_Loewe=3.75, Synergy_HSA=0.306. (2) Synergy scores: CSS=64.5, Synergy_ZIP=2.35, Synergy_Bliss=-0.414, Synergy_Loewe=0.114, Synergy_HSA=1.60. Drug 2: C1CN(CCN1C(=O)CCBr)C(=O)CCBr. Cell line: LOX IMVI. Drug 1: CN(CC1=CN=C2C(=N1)C(=NC(=N2)N)N)C3=CC=C(C=C3)C(=O)NC(CCC(=O)O)C(=O)O.